Binary Classification. Given a drug SMILES string, predict its activity (active/inactive) in a high-throughput screening assay against a specified biological target. From a dataset of Kir2.1 potassium channel HTS with 301,493 compounds. The molecule is o1c(c(nc1c1c(cccc1)C)CN(C1CC1)Cc1c(n(nc1C)C)C)C. The result is 0 (inactive).